From a dataset of Peptide-MHC class I binding affinity with 185,985 pairs from IEDB/IMGT. Regression. Given a peptide amino acid sequence and an MHC pseudo amino acid sequence, predict their binding affinity value. This is MHC class I binding data. (1) The MHC is HLA-B07:02 with pseudo-sequence HLA-B07:02. The binding affinity (normalized) is 0.677. The peptide sequence is IPRRIRQGF. (2) The peptide sequence is VITDQTVNI. The MHC is HLA-A02:01 with pseudo-sequence HLA-A02:01. The binding affinity (normalized) is 0.243.